This data is from Full USPTO retrosynthesis dataset with 1.9M reactions from patents (1976-2016). The task is: Predict the reactants needed to synthesize the given product. (1) Given the product [F:14]/[C:8](=[CH:7]\[CH2:6][CH2:5][CH2:4][CH2:3][CH2:2][NH:1][C:26]([NH:25][C:15]12[CH2:24][CH:19]3[CH2:18][CH:17]([CH2:23][CH:21]([CH2:20]3)[CH2:22]1)[CH2:16]2)=[O:27])/[C:9]([O:11][CH2:12][CH3:13])=[O:10], predict the reactants needed to synthesize it. The reactants are: [NH2:1][CH2:2][CH2:3][CH2:4][CH2:5][CH2:6]/[CH:7]=[C:8](\[F:14])/[C:9]([O:11][CH2:12][CH3:13])=[O:10].[C:15]12([N:25]=[C:26]=[O:27])[CH2:24][CH:19]3[CH2:20][CH:21]([CH2:23][CH:17]([CH2:18]3)[CH2:16]1)[CH2:22]2.C(N(CC)CC)C. (2) Given the product [F:32][C:31]([F:33])([F:34])[C:27]1[CH:26]=[C:25]([CH:30]=[CH:29][CH:28]=1)[C:24]([NH2:23])=[O:35], predict the reactants needed to synthesize it. The reactants are: COC1N=CC(N2CCC(N3CC[C@@H](NC(=O)C[NH:23][C:24](=[O:35])[C:25]4[CH:30]=[CH:29][CH:28]=[C:27]([C:31]([F:34])([F:33])[F:32])[CH:26]=4)C3)CC2)=CC=1.COC1C=CC(N2CCC(=O)CC2)=CC=1.COC1N=CC(N2CCC(=O)CC2)=CC=1. (3) Given the product [OH:29][C:24]1[CH:25]=[C:26]2[C:21](=[CH:22][CH:23]=1)[CH:20]=[C:19]([N:14]([CH:11]1[CH2:12][CH2:13][N:8]([CH3:1])[CH2:9][CH2:10]1)[C:15](=[O:18])[CH2:16][CH3:17])[CH:28]=[CH:27]2, predict the reactants needed to synthesize it. The reactants are: [CH2:1]([N:8]1[CH2:13][CH2:12][CH:11]([N:14]([C:19]2[CH:28]=[CH:27][C:26]3[C:21](=[CH:22][CH:23]=[C:24]([OH:29])[CH:25]=3)[CH:20]=2)[C:15](=[O:18])[CH2:16][CH3:17])[CH2:10][CH2:9]1)C1C=CC=CC=1.C=O. (4) Given the product [Br:7][CH2:6][C@@H:5]([OH:4])[CH2:8][C:9]1[CH:14]=[C:13]([CH3:15])[CH:12]=[CH:11][C:10]=1[OH:16], predict the reactants needed to synthesize it. The reactants are: C([O:4][C@@H:5]([CH2:8][C:9]1[CH:14]=[C:13]([CH3:15])[CH:12]=[CH:11][C:10]=1[OH:16])[CH2:6][Br:7])(=O)C.BrC[C@@H](O)CC1C=C(F)C=CC=1O. (5) Given the product [CH2:14]([CH:10]1[CH2:11][O:18][C:8](=[O:7])[CH2:9]1)[CH:15]([CH3:16])[CH3:17], predict the reactants needed to synthesize it. The reactants are: [H-].[K+].C([O:7][C:8](=[O:18])[CH2:9][CH:10]([CH2:14][CH:15]([CH3:17])[CH3:16])[C:11](O)=O)(C)(C)C. (6) Given the product [NH2:11][CH:6]([C:5]1[CH:8]=[CH:9][C:2]([Cl:1])=[C:3]([F:10])[CH:4]=1)[C:16]#[N:17], predict the reactants needed to synthesize it. The reactants are: [Cl:1][C:2]1[CH:9]=[CH:8][C:5]([CH:6]=O)=[CH:4][C:3]=1[F:10].[NH3:11].C[Si]([C:16]#[N:17])(C)C.O. (7) Given the product [NH2:23][C:24]1[S:25][C:26]2[CH:35]=[CH:34][CH:33]=[CH:32][C:27]=2[C:28]=1[C:29]([N:17]1[CH2:16][CH2:15][CH:14]([N:10]2[CH2:11][CH2:12][CH2:13][C:8]([CH3:20])([C:6]([N:5]([CH2:3][CH3:4])[CH2:21][CH3:22])=[O:7])[CH2:9]2)[CH2:19][CH2:18]1)=[O:30], predict the reactants needed to synthesize it. The reactants are: Cl.Cl.[CH2:3]([N:5]([CH2:21][CH3:22])[C:6]([C:8]1([CH3:20])[CH2:13][CH2:12][CH2:11][N:10]([CH:14]2[CH2:19][CH2:18][NH:17][CH2:16][CH2:15]2)[CH2:9]1)=[O:7])[CH3:4].[NH2:23][C:24]1[S:25][C:26]2[CH:35]=[CH:34][CH:33]=[CH:32][C:27]=2[C:28]=1[C:29](O)=[O:30].